Dataset: Forward reaction prediction with 1.9M reactions from USPTO patents (1976-2016). Task: Predict the product of the given reaction. The product is: [NH:12]1[C:1](=[O:5])[CH2:2][CH2:3][NH:13][C:6]2[CH:11]=[CH:10][CH:9]=[CH:8][C:7]1=2. Given the reactants [C:1]([OH:5])(=O)[CH:2]=[CH2:3].[C:6]1([NH2:13])[C:7]([NH2:12])=[CH:8][CH:9]=[CH:10][CH:11]=1.O.C(Cl)(Cl)Cl, predict the reaction product.